Dataset: Reaction yield outcomes from USPTO patents with 853,638 reactions. Task: Predict the reaction yield, written as a fraction of the theoretical maximum amount of product (1.0 means a 100% yield; for example, 0.34 means a 34% yield). The reactants are [C:1]([C:3]1[C:8]([CH3:9])=[CH:7][CH:6]=[CH:5][C:4]=1[S:10]([NH2:13])(=[O:12])=[O:11])#[N:2].[OH-].[Na+].[CH2:16]([O:23][C:24](Cl)=[O:25])[C:17]1[CH:22]=[CH:21][CH:20]=[CH:19][CH:18]=1. The catalyst is CC(C)=O. The product is [CH2:16]([O:23][C:24]([NH:13][S:10]([C:4]1[CH:5]=[CH:6][CH:7]=[C:8]([CH3:9])[C:3]=1[C:1]#[N:2])(=[O:12])=[O:11])=[O:25])[C:17]1[CH:22]=[CH:21][CH:20]=[CH:19][CH:18]=1. The yield is 0.610.